This data is from Full USPTO retrosynthesis dataset with 1.9M reactions from patents (1976-2016). The task is: Predict the reactants needed to synthesize the given product. (1) Given the product [CH2:23]([NH:30][C:31]([C:33]1[S:37][C:36]([C:38]2[N:40]=[C:8]([CH2:7][C:1]3[CH:2]=[CH:3][CH:4]=[CH:5][CH:6]=3)[O:10][N:39]=2)=[N:35][C:34]=1[CH3:42])=[O:32])[C:24]1[CH:29]=[CH:28][CH:27]=[CH:26][CH:25]=1, predict the reactants needed to synthesize it. The reactants are: [C:1]1([CH2:7][C:8]([OH:10])=O)[CH:6]=[CH:5][CH:4]=[CH:3][CH:2]=1.C(N1C=CN=C1)(N1C=CN=C1)=O.[CH2:23]([NH:30][C:31]([C:33]1[S:37][C:36]([C:38](=[N:40]O)[NH2:39])=[N:35][C:34]=1[CH3:42])=[O:32])[C:24]1[CH:29]=[CH:28][CH:27]=[CH:26][CH:25]=1. (2) Given the product [CH2:18]([O:20][C:21](=[O:29])[CH2:22][CH:23]([NH:28][C:15]([C:7]1[CH:6]=[CH:5][C:4]([CH:1]2[CH2:2][CH2:3]2)=[C:9]([O:10][CH2:11][CH:12]2[CH2:13][CH2:14]2)[N:8]=1)=[O:17])[CH2:24][CH:25]([CH3:26])[CH3:27])[CH3:19], predict the reactants needed to synthesize it. The reactants are: [CH:1]1([C:4]2[CH:5]=[CH:6][C:7]([C:15]([OH:17])=O)=[N:8][C:9]=2[O:10][CH2:11][CH:12]2[CH2:14][CH2:13]2)[CH2:3][CH2:2]1.[CH2:18]([O:20][C:21](=[O:29])[CH2:22][CH:23]([NH2:28])[CH2:24][CH:25]([CH3:27])[CH3:26])[CH3:19]. (3) Given the product [F:1][C:2]([C:5]1[CH:9]=[CH:8][N:7]([CH2:10][OH:11])[N:6]=1)([F:4])[CH3:3], predict the reactants needed to synthesize it. The reactants are: [F:1][C:2]([C:5]1[CH:9]=[CH:8][NH:7][N:6]=1)([F:4])[CH3:3].[CH2:10]=[O:11]. (4) Given the product [C:16]([O:20][C:21](=[O:30])[NH:22][CH2:23][CH:24]1[CH2:29][CH2:28][CH2:27][N:26]([CH2:15][CH:13]([OH:14])[C:6]2[CH:7]=[CH:8][CH:9]=[C:10]3[C:5]=2[N:4]=[C:3]([O:2][CH3:1])[CH:12]=[N:11]3)[CH2:25]1)([CH3:19])([CH3:17])[CH3:18], predict the reactants needed to synthesize it. The reactants are: [CH3:1][O:2][C:3]1[CH:12]=[N:11][C:10]2[C:5](=[C:6]([CH:13]3[CH2:15][O:14]3)[CH:7]=[CH:8][CH:9]=2)[N:4]=1.[C:16]([O:20][C:21](=[O:30])[NH:22][CH2:23][CH:24]1[CH2:29][CH2:28][CH2:27][NH:26][CH2:25]1)([CH3:19])([CH3:18])[CH3:17].Cl([O-])(=O)(=O)=O.[Li+].